This data is from Hepatocyte clearance measurements from AstraZeneca. The task is: Regression/Classification. Given a drug SMILES string, predict its absorption, distribution, metabolism, or excretion properties. Task type varies by dataset: regression for continuous measurements (e.g., permeability, clearance, half-life) or binary classification for categorical outcomes (e.g., BBB penetration, CYP inhibition). For this dataset (clearance_hepatocyte_az), we predict log10(clearance) (log10 of the in vitro intrinsic clearance, CLint, in uL/min per 10^6 hepatocytes; values are censored to the assay range of 3 to 150, which is 0.477 to 2.18 on this log10 scale). (1) The compound is CC(C)CNc1nc(N2CCN(CC3CCCOC3)CC2)ncc1C(=O)NCc1ccccc1. The log10(clearance) is 1.95. (2) The molecule is CC[C@H](CO)Nc1nc(SCc2cccc(F)c2F)nc2nc(N)sc12. The log10(clearance) is 0.710. (3) The molecule is COc1cc(-n2cnc3cc(-c4ccc(Cl)cc4)sc3c2=O)ccc1OC[C@H](OP(=O)(O)O)C1CC1. The log10(clearance) is 1.09. (4) The drug is C=CCc1ccccc1OCC(O)CNC(C)C. The log10(clearance) is 1.12. (5) The log10(clearance) is 1.70. The molecule is O=C(C1CCN(c2nnc(-n3cccc3)s2)CC1)N1CCN(Cc2ccc3c(c2)OCO3)CC1. (6) The molecule is Cc1ccccc1-n1c(Cn2nc(-c3ccc(O)c(F)c3)c3c(N)ncnc32)nc2cccc(C)c2c1=O. The log10(clearance) is 1.60. (7) The molecule is CN1CCN(c2nc3ccccc3cc2Cn2nc(-c3ccc4nc(N)sc4c3)c3c(N)ncnc32)CC1. The log10(clearance) is 0.880. (8) The compound is C[C@H]1CN(Cc2cc(Cl)ccc2OCC(=O)O)CCN1C(=O)Cc1ccccc1. The log10(clearance) is 0.600. (9) The compound is Cn1c(=O)c2c(ncn2C)n(C)c1=O. The log10(clearance) is 0.480. (10) The molecule is O=C(O)[C@H](Cc1ccc(F)cc1)N1CCC(CN2CCC(Oc3ccc(Cl)cc3Cl)CC2)CC1. The log10(clearance) is 0.480.